From a dataset of Reaction yield outcomes from USPTO patents with 853,638 reactions. Predict the reaction yield, written as a fraction of the theoretical maximum amount of product (1.0 means a 100% yield; for example, 0.34 means a 34% yield). The reactants are [NH2:1][C:2]1[C:7]([CH:8]=[O:9])=[C:6]([Cl:10])[N:5]=[CH:4][N:3]=1.S(=O)(=O)([OH:13])N.Cl([O-])=O.[Na+]. The catalyst is C1COCC1.O. The product is [NH2:1][C:2]1[C:7]([C:8]([OH:13])=[O:9])=[C:6]([Cl:10])[N:5]=[CH:4][N:3]=1. The yield is 0.730.